Dataset: Full USPTO retrosynthesis dataset with 1.9M reactions from patents (1976-2016). Task: Predict the reactants needed to synthesize the given product. (1) Given the product [CH3:7][O:6][CH:1]([O:4][CH3:5])[C:13]1[CH:16]=[CH:17][CH:18]=[C:11]([CH:8]([CH3:10])[CH3:9])[C:12]=1[O:19][CH2:20][O:21][CH3:22], predict the reactants needed to synthesize it. The reactants are: [CH:1]([O:6][CH3:7])([O:4][CH3:5])OC.[CH:8]([C:11]1[C:12]([O:19][CH2:20][O:21][CH3:22])=[C:13]([CH:16]=[CH:17][CH:18]=1)C=O)([CH3:10])[CH3:9]. (2) Given the product [NH2:1][C:2]1[CH:3]=[N:4][N:5]([C:7]2[N:15]=[C:14]3[C:10]([N:11]=[CH:12][N:13]3[C@@H:16]3[CH2:20][C@H:19]([NH:21][C:22](=[O:25])[CH2:23][OH:24])[C@@H:18]([OH:26])[C@H:17]3[OH:27])=[C:9]([NH:28][C@H:29]([CH2:59][OH:60])[CH2:30][C:37]3[CH:38]=[CH:39][CH:40]=[CH:41][CH:42]=3)[N:8]=2)[CH:6]=1, predict the reactants needed to synthesize it. The reactants are: [NH2:1][C:2]1[CH:3]=[N:4][N:5]([C:7]2[N:15]=[C:14]3[C:10]([N:11]=[CH:12][N:13]3[C@@H:16]3[CH2:20][C@H:19]([NH:21][C:22](=[O:25])[CH2:23][OH:24])[C@@H:18]([OH:26])[C@H:17]3[OH:27])=[C:9]([NH:28][CH2:29][CH:30]([C:37]3[CH:42]=[CH:41][CH:40]=[CH:39][CH:38]=3)C3C=CC=CC=3)[N:8]=2)[CH:6]=1.ClC1N=C2C(N=CN2[C@@H]2C[C@H](N[C:59](COC(=O)C)=[O:60])[C@@H](O)[C@H]2O)=C(NCC(C2C=CC=CC=2)C2C=CC=CC=2)N=1.